This data is from Peptide-MHC class I binding affinity with 185,985 pairs from IEDB/IMGT. The task is: Regression. Given a peptide amino acid sequence and an MHC pseudo amino acid sequence, predict their binding affinity value. This is MHC class I binding data. (1) The peptide sequence is KTFGWLWKL. The MHC is Mamu-A20102 with pseudo-sequence Mamu-A20102. The binding affinity (normalized) is 0.0605. (2) The peptide sequence is YIIRRSGCR. The MHC is HLA-A31:01 with pseudo-sequence HLA-A31:01. The binding affinity (normalized) is 0.688.